Predict the reactants needed to synthesize the given product. From a dataset of Full USPTO retrosynthesis dataset with 1.9M reactions from patents (1976-2016). (1) Given the product [OH:1][C:2]([C:45]1[S:46][CH:47]=[CH:48][CH:49]=1)([C:50]1[S:51][CH:52]=[CH:53][CH:54]=1)[C:3]([O:5][C@H:6]1[CH2:11][CH2:10][C@H:9]([N:12]([CH2:14][CH2:15][N:16]2[C:20]3[CH:21]=[CH:22][C:23]([CH2:25][OH:26])=[CH:24][C:19]=3[O:18][C:17]2=[O:44])[CH3:13])[CH2:8][CH2:7]1)=[O:4], predict the reactants needed to synthesize it. The reactants are: [OH:1][C:2]([C:50]1[S:51][CH:52]=[CH:53][CH:54]=1)([C:45]1[S:46][CH:47]=[CH:48][CH:49]=1)[C:3]([O:5][C@H:6]1[CH2:11][CH2:10][C@H:9]([N:12]([CH2:14][CH2:15][N:16]2[C:20]3[CH:21]=[CH:22][C:23]([CH2:25][O:26][Si](C(C)(C)C)(C4C=CC=CC=4)C4C=CC=CC=4)=[CH:24][C:19]=3[O:18][C:17]2=[O:44])[CH3:13])[CH2:8][CH2:7]1)=[O:4].F.F.F.C(N(CC)CC)C.C(=O)(O)[O-].[Na+].C(Cl)(Cl)Cl. (2) Given the product [CH3:38][O:37][N:36]([CH3:35])[C:16]([C:12]1[CH2:11][CH:10]2[CH:14]([CH2:15][N:8]([C:6]([O:5][C:1]([CH3:2])([CH3:3])[CH3:4])=[O:7])[CH2:9]2)[CH:13]=1)=[O:18], predict the reactants needed to synthesize it. The reactants are: [C:1]([O:5][C:6]([N:8]1[CH2:15][CH:14]2[CH:10]([CH2:11][C:12]([C:16]([OH:18])=O)=[CH:13]2)[CH2:9]1)=[O:7])([CH3:4])([CH3:3])[CH3:2].C(Cl)(=O)C(Cl)=O.CCN(C(C)C)C(C)C.Cl.[CH3:35][NH:36][O:37][CH3:38]. (3) Given the product [O:10]([C:17]1[C:26]2[N:27]=[CH:28][N:29]([CH2:30][CH2:31][O:32][CH2:3][C:4]3[CH:5]=[N:6][CH:7]=[CH:8][CH:9]=3)[C:25]=2[C:24]2[CH:23]=[CH:22][CH:21]=[CH:20][C:19]=2[N:18]=1)[C:11]1[CH:12]=[CH:13][CH:14]=[CH:15][CH:16]=1, predict the reactants needed to synthesize it. The reactants are: Br.Br[CH2:3][C:4]1[CH:5]=[N:6][CH:7]=[CH:8][CH:9]=1.[O:10]([C:17]1[C:26]2[N:27]=[CH:28][N:29]([CH2:30][CH2:31][OH:32])[C:25]=2[C:24]2[CH:23]=[CH:22][CH:21]=[CH:20][C:19]=2[N:18]=1)[C:11]1[CH:16]=[CH:15][CH:14]=[CH:13][CH:12]=1.[OH-].[Na+].CO. (4) The reactants are: [CH:1]1([C@H:7]([NH:12][C:13]([C:15]2[C:24]([NH:25][C:26]([NH:28][C:29]3[C:34]([Cl:35])=[CH:33][C:32]([Cl:36])=[CH:31][C:30]=3[Cl:37])=[O:27])=[CH:23][C:22]3[C:17](=[CH:18][CH:19]=[CH:20][CH:21]=3)[N:16]=2)=[O:14])[C:8]([O:10]C)=[O:9])[CH2:6][CH2:5][CH2:4][CH2:3][CH2:2]1.[Li+].[OH-].Cl. Given the product [CH:1]1([C@H:7]([NH:12][C:13]([C:15]2[C:24]([NH:25][C:26]([NH:28][C:29]3[C:30]([Cl:37])=[CH:31][C:32]([Cl:36])=[CH:33][C:34]=3[Cl:35])=[O:27])=[CH:23][C:22]3[C:17](=[CH:18][CH:19]=[CH:20][CH:21]=3)[N:16]=2)=[O:14])[C:8]([OH:10])=[O:9])[CH2:6][CH2:5][CH2:4][CH2:3][CH2:2]1, predict the reactants needed to synthesize it. (5) Given the product [F:1][C:2]1[C:11]2[C:6](=[CH:7][C:8]([C@H:12]3[CH2:13][CH2:14][C@H:15]([CH2:18][CH2:19][CH3:20])[CH2:16][CH2:17]3)=[CH:9][CH:10]=2)[CH:5]=[CH:4][C:3]=1[F:21], predict the reactants needed to synthesize it. The reactants are: [F:1][C:2]1(F)[C:11]2[C:6](=[CH:7][C:8]([C@H:12]3[CH2:17][CH2:16][C@H:15]([CH2:18][CH2:19][CH3:20])[CH2:14][CH2:13]3)=[CH:9][CH:10]=2)[CH:5]=[CH:4][C:3]1(F)[F:21].FC1(F)C2C(=CC([C@H]3CC[C@H](CCC)CC3)=CC=2)C(F)=CC1F.[NH4+].[OH-].N. (6) Given the product [F:1][C:2]([F:11])([F:12])[C:3]1[CH:4]=[CH:5][C:6]([NH:9][N:10]=[C:14]([CH3:16])[C:13]([OH:18])=[O:17])=[CH:7][CH:8]=1, predict the reactants needed to synthesize it. The reactants are: [F:1][C:2]([F:12])([F:11])[C:3]1[CH:8]=[CH:7][C:6]([NH:9][NH2:10])=[CH:5][CH:4]=1.[C:13]([OH:18])(=[O:17])[C:14]([CH3:16])=O.